Dataset: Reaction yield outcomes from USPTO patents with 853,638 reactions. Task: Predict the reaction yield, written as a fraction of the theoretical maximum amount of product (1.0 means a 100% yield; for example, 0.34 means a 34% yield). (1) The reactants are [Br:1][C:2]1[CH:7]=[CH:6][C:5]([S:8](Cl)(=[O:10])=[O:9])=[CH:4][CH:3]=1.C(N(CC)CC)C.[NH2:19][CH2:20][C@H:21]([OH:23])[CH3:22]. The catalyst is ClCCl. The product is [Br:1][C:2]1[CH:7]=[CH:6][C:5]([S:8]([NH:19][CH2:20][C@@H:21]([OH:23])[CH3:22])(=[O:10])=[O:9])=[CH:4][CH:3]=1. The yield is 0.660. (2) The reactants are [F:1][C:2]([F:13])([F:12])[C:3]1[CH:11]=[CH:10][CH:9]=[CH:8][C:4]=1[C:5](Cl)=O.[F:14][C:15]1[CH:16]=[CH:17][C:18]([OH:24])=[C:19]([C:21](=O)[CH3:22])[CH:20]=1.[OH-].[K+].Cl.O.[NH2:29][NH2:30]. The catalyst is N1C=CC=CC=1.O.C(OCC)(=O)C. The product is [F:14][C:15]1[CH:16]=[CH:17][C:18]([OH:24])=[C:19]([C:21]2[CH:22]=[C:5]([C:4]3[CH:8]=[CH:9][CH:10]=[CH:11][C:3]=3[C:2]([F:13])([F:12])[F:1])[NH:30][N:29]=2)[CH:20]=1. The yield is 0.300. (3) The reactants are Cl.[CH3:2][NH2:3].[F:4][C:5]1[CH:6]=[C:7]([CH:11]=[CH:12][C:13]=1[F:14])[C:8](O)=[O:9]. No catalyst specified. The product is [F:4][C:5]1[CH:6]=[C:7]([CH:11]=[CH:12][C:13]=1[F:14])[C:8]([NH:3][CH3:2])=[O:9]. The yield is 0.750. (4) The reactants are C[O:2][C:3]1[CH:4]=[C:5]2[CH:11]=[CH:10][NH:9][C:6]2=[N:7][CH:8]=1.B(Br)(Br)Br.[OH-].[Na+]. The catalyst is ClCCl.O. The product is [OH:2][C:3]1[CH:4]=[C:5]2[CH:11]=[CH:10][NH:9][C:6]2=[N:7][CH:8]=1. The yield is 0.570.